The task is: Binary Classification. Given a drug SMILES string, predict its activity (active/inactive) in a high-throughput screening assay against a specified biological target.. This data is from HIV replication inhibition screening data with 41,000+ compounds from the AIDS Antiviral Screen. (1) The molecule is C1CCN(c2nc(N3CCCCC3)[s+]s2)CC1.[Br-]. The result is 0 (inactive). (2) The compound is CC(C)N(C(C)C)[P-]1(Br)[Mn+]2(C#[O+])(C#[O+])(C#[O+])[H-][Mn+]12(C#[O+])(C#[O+])C#[O+]. The result is 0 (inactive).